From a dataset of Forward reaction prediction with 1.9M reactions from USPTO patents (1976-2016). Predict the product of the given reaction. (1) Given the reactants [C:1]([C:3]1([C:14]2[CH:19]=[CH:18][CH:17]=[C:16]([O:20][CH2:21][C:22]3[CH:27]=[CH:26][CH:25]=[CH:24][CH:23]=3)[CH:15]=2)[CH2:8][C:7](C(OC)=O)=[C:6]([OH:13])[CH2:5][CH2:4]1)#[N:2].[OH-].[K+].[Cl-].[NH4+], predict the reaction product. The product is: [CH2:21]([O:20][C:16]1[CH:15]=[C:14]([C:3]2([C:1]#[N:2])[CH2:4][CH2:5][C:6](=[O:13])[CH2:7][CH2:8]2)[CH:19]=[CH:18][CH:17]=1)[C:22]1[CH:23]=[CH:24][CH:25]=[CH:26][CH:27]=1. (2) Given the reactants [CH2:1]1[O:20][C:19]2[CH:18]=[CH:17][C:5]([C:6]([C:8]3[CH:16]=[CH:15][CH:14]=[CH:13][C:9]=3C(O)=O)=O)=[CH:4][C:3]=2O1.BrC1C=CC=C[C:23]=1[C:24]([OH:26])=[O:25].C([Li])CCC.[C:36](Cl)(=O)[C:37]1[CH:45]=[CH:44][C:43]2[O:42][CH2:41][O:40][C:39]=2[CH:38]=1, predict the reaction product. The product is: [CH3:1][O:20][C:19]1[CH:3]=[CH:4][C:5]([CH:6]2[C:8]3[C:9](=[CH:13][CH:14]=[CH:15][CH:16]=3)[CH:36]([C:37]3[CH:45]=[CH:44][C:43]4[O:42][CH2:41][O:40][C:39]=4[CH:38]=3)[CH:23]2[C:24]([OH:26])=[O:25])=[CH:17][CH:18]=1. (3) The product is: [CH3:5][O:6][C:7]1[CH:12]=[CH:11][C:10]([CH2:13][C@H:14]([C:16]2[NH:20][C:19]3[CH:21]=[CH:22][C:23]([CH3:25])=[CH:24][C:18]=3[N:17]=2)[NH2:15])=[CH:9][CH:8]=1. Given the reactants N#N.Cl.Cl.[CH3:5][O:6][C:7]1[CH:12]=[CH:11][C:10]([CH2:13][C@H:14]([C:16]2[NH:20][C:19]3[CH:21]=[CH:22][C:23]([CH3:25])=[CH:24][C:18]=3[N:17]=2)[NH2:15])=[CH:9][CH:8]=1.[OH-].[Na+], predict the reaction product. (4) Given the reactants O=[CH:2][CH2:3][C:4]1[CH:9]=[C:8]([C:10]([O:12][CH2:13][CH3:14])=[O:11])[CH:7]=[CH:6][C:5]=1[C:15]1[CH:20]=[CH:19][CH:18]=[CH:17][CH:16]=1.[NH:21]1[CH2:26][CH2:25][CH2:24][CH2:23][CH2:22]1.C(O)(=O)C.C(O[BH-](OC(=O)C)OC(=O)C)(=O)C.[Na+], predict the reaction product. The product is: [N:21]1([CH2:2][CH2:3][C:4]2[CH:9]=[C:8]([C:10]([O:12][CH2:13][CH3:14])=[O:11])[CH:7]=[CH:6][C:5]=2[C:15]2[CH:20]=[CH:19][CH:18]=[CH:17][CH:16]=2)[CH2:26][CH2:25][CH2:24][CH2:23][CH2:22]1. (5) Given the reactants [S:1]([C:5]1[CH:13]=[CH:12][C:8]([N+]([O-])=O)=[CH:7][CH:6]=1)(O)(=O)=O.[O:14]=[C:15]([N:18]([C:28]1[CH:33]=[CH:32][CH:31]=[CH:30][CH:29]=1)[C:19]1([CH2:25][O:26][CH3:27])[CH2:24][CH2:23][NH:22][CH2:21][CH2:20]1)[CH2:16][CH3:17].COC(C)(C)C, predict the reaction product. The product is: [CH3:17][CH2:16][C:15]([N:18]([C:19]1([CH2:25][O:26][CH3:27])[CH2:20][CH2:21][N:22]([CH2:7][CH2:6][C:5]2[S:1][CH:8]=[CH:12][CH:13]=2)[CH2:23][CH2:24]1)[C:28]1[CH:29]=[CH:30][CH:31]=[CH:32][CH:33]=1)=[O:14].